This data is from TCR-epitope binding with 47,182 pairs between 192 epitopes and 23,139 TCRs. The task is: Binary Classification. Given a T-cell receptor sequence (or CDR3 region) and an epitope sequence, predict whether binding occurs between them. (1) The epitope is SLYNTVATL. The TCR CDR3 sequence is CASADRDREADEQFF. Result: 1 (the TCR binds to the epitope). (2) The epitope is EEHVQIHTI. The TCR CDR3 sequence is CSASGQGYNEQFF. Result: 1 (the TCR binds to the epitope). (3) The epitope is RAKFKQLL. The TCR CDR3 sequence is CASSLTGQSQRVYGYTF. Result: 1 (the TCR binds to the epitope). (4) The epitope is IVTDFSVIK. The TCR CDR3 sequence is CASSSPGENTGELFF. Result: 1 (the TCR binds to the epitope). (5) The epitope is FTISVTTEIL. The TCR CDR3 sequence is CSVEDAKGQGYEQYF. Result: 0 (the TCR does not bind to the epitope). (6) The epitope is HTTDPSFLGRY. The TCR CDR3 sequence is CSVLIWGQDTAYEQYF. Result: 1 (the TCR binds to the epitope). (7) The epitope is NLNESLIDL. The TCR CDR3 sequence is CASSQDGDRAGELFF. Result: 1 (the TCR binds to the epitope). (8) The epitope is FVDGVPFVV. The TCR CDR3 sequence is CASSLAGRQGYNEQFF. Result: 1 (the TCR binds to the epitope). (9) The epitope is SEETGTLIV. The TCR CDR3 sequence is CASSQEEGAYNSPLHF. Result: 0 (the TCR does not bind to the epitope).